This data is from Reaction yield outcomes from USPTO patents with 853,638 reactions. The task is: Predict the reaction yield, written as a fraction of the theoretical maximum amount of product (1.0 means a 100% yield; for example, 0.34 means a 34% yield). The reactants are [F:1][C:2]([F:17])([F:16])[C:3]([F:15])([C:8]1[CH:13]=[CH:12][C:11]([CH3:14])=[CH:10][CH:9]=1)[C:4]([F:7])([F:6])[F:5].BrN1C(=[O:24])CCC1=O.C(OOC(=O)C1C=CC=CC=1)(=O)C1C=CC=CC=1.[N+](C(C)C)([O-])=O.[Na]. The catalyst is ClC(Cl)(Cl)Cl.C(O)C. The product is [F:15][C:3]([C:8]1[CH:13]=[CH:12][C:11]([CH:14]=[O:24])=[CH:10][CH:9]=1)([C:4]([F:7])([F:6])[F:5])[C:2]([F:16])([F:17])[F:1]. The yield is 0.300.